From a dataset of Forward reaction prediction with 1.9M reactions from USPTO patents (1976-2016). Predict the product of the given reaction. (1) Given the reactants C([N:8]1[CH2:13][CH2:12][N:11]2[CH2:14][C@H:15]([CH2:18][N:19]3[C:27]4[C:22](=[CH:23][CH:24]=[CH:25][CH:26]=4)[CH2:21][C:20]3=[O:28])[CH2:16][CH2:17][C@H:10]2[CH2:9]1)(OC(C)(C)C)=O.Cl, predict the reaction product. The product is: [CH2:9]1[NH:8][CH2:13][CH2:12][N:11]2[CH2:14][C@H:15]([CH2:18][N:19]3[C:27]4[C:22](=[CH:23][CH:24]=[CH:25][CH:26]=4)[CH2:21][C:20]3=[O:28])[CH2:16][CH2:17][C@@H:10]12. (2) Given the reactants Br[C:2]1[N:3]=[C:4]2[C:10]([C:11]([NH:13][C:14]([CH3:17])([CH3:16])[CH3:15])=[O:12])=[CH:9][N:8]([CH2:18][O:19][CH2:20][CH2:21][Si:22]([CH3:25])([CH3:24])[CH3:23])[C:5]2=[N:6][CH:7]=1.[CH3:26][C:27]1[CH:28]=[C:29]2[CH:35]=[N:34][NH:33][C:30]2=[N:31][CH:32]=1.CC(C)([O-])C.[Na+], predict the reaction product. The product is: [C:14]([NH:13][C:11]([C:10]1[C:4]2[C:5](=[N:6][CH:7]=[C:2]([N:33]3[C:30]4=[N:31][CH:32]=[C:27]([CH3:26])[CH:28]=[C:29]4[CH:35]=[N:34]3)[N:3]=2)[N:8]([CH2:18][O:19][CH2:20][CH2:21][Si:22]([CH3:25])([CH3:24])[CH3:23])[CH:9]=1)=[O:12])([CH3:17])([CH3:16])[CH3:15]. (3) Given the reactants [CH3:1][O:2][C:3]1[CH:4]=[C:5]([NH:9][C:10]2[N:11]=[N:12][C:13]([CH:16]([NH:18][C:19](=O)[C:20]3[CH:25]=[CH:24][CH:23]=[CH:22][CH:21]=3)[CH3:17])=[CH:14][N:15]=2)[CH:6]=[CH:7][CH:8]=1.P(Cl)(Cl)(Cl)=O, predict the reaction product. The product is: [CH3:17][C:16]1[N:18]=[C:19]([C:20]2[CH:25]=[CH:24][CH:23]=[CH:22][CH:21]=2)[N:12]2[C:13]=1[CH:14]=[N:15][C:10]([NH:9][C:5]1[CH:6]=[CH:7][CH:8]=[C:3]([O:2][CH3:1])[CH:4]=1)=[N:11]2.